This data is from Catalyst prediction with 721,799 reactions and 888 catalyst types from USPTO. The task is: Predict which catalyst facilitates the given reaction. Reactant: Cl[C:2]1[CH:7]=[C:6]([C:8]2([CH2:13][NH:14][C:15]([NH:17][C:18]3[CH:23]=[CH:22][C:21]([C:24]4[CH:29]=[CH:28][N:27]=[C:26]([CH3:30])[CH:25]=4)=[CH:20][CH:19]=3)=[O:16])[CH2:12][CH2:11][CH2:10][CH2:9]2)[CH:5]=[CH:4][N:3]=1.[CH3:31][N:32](C=O)C. Product: [C:31]([C:2]1[CH:7]=[C:6]([C:8]2([CH2:13][NH:14][C:15]([NH:17][C:18]3[CH:23]=[CH:22][C:21]([C:24]4[CH:29]=[CH:28][N:27]=[C:26]([CH3:30])[CH:25]=4)=[CH:20][CH:19]=3)=[O:16])[CH2:12][CH2:11][CH2:10][CH2:9]2)[CH:5]=[CH:4][N:3]=1)#[N:32]. The catalyst class is: 267.